Dataset: Reaction yield outcomes from USPTO patents with 853,638 reactions. Task: Predict the reaction yield, written as a fraction of the theoretical maximum amount of product (1.0 means a 100% yield; for example, 0.34 means a 34% yield). (1) The reactants are [OH:1][C:2]1[CH:7]=[C:6]([CH3:8])[C:5]([CH:9]([CH3:11])[CH3:10])=[CH:4][C:3]=1[C:12](=[O:14])[CH3:13].Cl[C:16]1[C:25]2[C:20](=[CH:21][C:22]([O:28][CH3:29])=[C:23]([O:26][CH3:27])[CH:24]=2)[N:19]=[CH:18][CH:17]=1.O. The catalyst is CN(C)C1C=CN=CC=1.ClC1C=CC=CC=1Cl. The product is [CH3:27][O:26][C:23]1[CH:24]=[C:25]2[C:20](=[CH:21][C:22]=1[O:28][CH3:29])[N:19]=[CH:18][CH:17]=[C:16]2[O:1][C:2]1[CH:7]=[C:6]([CH3:8])[C:5]([CH:9]([CH3:11])[CH3:10])=[CH:4][C:3]=1[C:12](=[O:14])[CH3:13]. The yield is 0.0700. (2) The reactants are [Cl:1][C:2]1[CH:7]=[C:6]([C:8]2[C:17]3[C:12](=[CH:13][C:14]([S:18](OC4C(F)=C(F)C(F)=C(F)C=4F)(=[O:20])=[O:19])=[CH:15][CH:16]=3)[N:11]=[CH:10][N:9]=2)[C:5]([O:33][CH3:34])=[CH:4][C:3]=1[C:35]1[CH:40]=[CH:39][CH:38]=[C:37]([F:41])[CH:36]=1.[O:42]1[CH:46]=[N:45][C:44]([NH:47]C(=O)OC(C)(C)C)=[N:43]1.C(=O)([O-])[O-].[Cs+].[Cs+]. No catalyst specified. The product is [Cl:1][C:2]1[CH:7]=[C:6]([C:8]2[C:17]3[C:12](=[CH:13][C:14]([S:18]([NH:47][C:44]4[N:45]=[CH:46][O:42][N:43]=4)(=[O:19])=[O:20])=[CH:15][CH:16]=3)[N:11]=[CH:10][N:9]=2)[C:5]([O:33][CH3:34])=[CH:4][C:3]=1[C:35]1[CH:40]=[CH:39][CH:38]=[C:37]([F:41])[CH:36]=1. The yield is 0.493.